From a dataset of Reaction yield outcomes from USPTO patents with 853,638 reactions. Predict the reaction yield, written as a fraction of the theoretical maximum amount of product (1.0 means a 100% yield; for example, 0.34 means a 34% yield). The reactants are [CH3:1][O:2][C:3]([C@@H:5]1[CH2:9][C@@H:8](OS(C)(=O)=O)[CH2:7][N:6]1[C:15]([O:17][C:18]([CH3:21])([CH3:20])[CH3:19])=[O:16])=[O:4].[N-:22]=[N+:23]=[N-:24].[Na+]. The catalyst is CN(C)C=O.O. The product is [CH3:1][O:2][C:3]([C@@H:5]1[CH2:9][C@H:8]([N:22]=[N+:23]=[N-:24])[CH2:7][N:6]1[C:15]([O:17][C:18]([CH3:21])([CH3:20])[CH3:19])=[O:16])=[O:4]. The yield is 0.880.